This data is from Forward reaction prediction with 1.9M reactions from USPTO patents (1976-2016). The task is: Predict the product of the given reaction. (1) Given the reactants [CH2:1]1[CH2:6][CH:5]([C:7]([OH:9])=[O:8])[NH:4][CH2:3][CH2:2]1.C(=O)([O-])[O-].[K+].[K+].[C:16](O[C:16]([O:18][C:19]([CH3:22])([CH3:21])[CH3:20])=[O:17])([O:18][C:19]([CH3:22])([CH3:21])[CH3:20])=[O:17].Cl, predict the reaction product. The product is: [C:19]([O:18][C:16]([N:4]1[CH2:3][CH2:2][CH2:1][CH2:6][CH:5]1[C:7]([OH:9])=[O:8])=[O:17])([CH3:22])([CH3:21])[CH3:20]. (2) Given the reactants Cl.[OH:2][C@H:3]1[CH2:8][CH2:7][CH2:6][CH2:5][C@@H:4]1[N:9]1[C:18](=[O:19])[C:17]2[C:12](=[C:13]3[CH:31]=[CH:30][CH:29]=[CH:28][C:14]3=[C:15]([CH2:20][C:21]3[CH:22]=[N:23][C:24]([CH3:27])=[CH:25][CH:26]=3)[CH:16]=2)[N:11]=[CH:10]1.C(N(CC)CC)C.ClC1C=C(C=CC=1)C(OO)=[O:44], predict the reaction product. The product is: [N:11]1[C:12]2[C:17](=[CH:16][CH:15]=[C:14]3[CH:28]=[CH:29][CH:30]=[CH:31][C:13]3=2)[C:18](=[O:19])[NH:9][CH:10]=1.[OH:2][C@H:3]1[CH2:8][CH2:7][CH2:6][CH2:5][C@@H:4]1[N:9]1[C:18](=[O:19])[C:17]2[C:12](=[C:13]3[CH:31]=[CH:30][CH:29]=[CH:28][C:14]3=[C:15]([CH2:20][C:21]3[CH:22]=[N+:23]([O-:44])[C:24]([CH3:27])=[CH:25][CH:26]=3)[CH:16]=2)[N:11]=[CH:10]1. (3) Given the reactants [Br:1][C:2]1[CH:7]=[C:6]([O:8][CH3:9])[C:5]([O:10][CH3:11])=[CH:4][C:3]=1[CH2:12]O.S(Cl)([Cl:16])=O, predict the reaction product. The product is: [Br:1][C:2]1[CH:7]=[C:6]([O:8][CH3:9])[C:5]([O:10][CH3:11])=[CH:4][C:3]=1[CH2:12][Cl:16]. (4) Given the reactants [CH3:1][N:2]1[CH2:7][CH2:6][N:5](C(OCCCC2C=CC=CC=2)=O)[C@H:4]([C:20]([O-:22])=[O:21])[CH2:3]1.[H][H].[CH3:25][CH2:26]O, predict the reaction product. The product is: [CH3:1][N:2]1[CH2:7][CH2:6][NH:5][C@H:4]([C:20]([O:22][CH2:25][CH3:26])=[O:21])[CH2:3]1. (5) Given the reactants Br[C:2]1[S:6][C:5]([C@:7]2([CH3:18])[CH2:12][C@@H:11]([C:13]([F:16])([F:15])[F:14])[O:10][C:9]([NH2:17])=[N:8]2)=[C:4]([Cl:19])[CH:3]=1.[C:20]([C:22]1[CH:23]=[C:24](B(O)O)[CH:25]=[CH:26][CH:27]=1)#[N:21], predict the reaction product. The product is: [NH2:17][C:9]1[O:10][C@H:11]([C:13]([F:16])([F:15])[F:14])[CH2:12][C@:7]([C:5]2[S:6][C:2]([C:26]3[CH:27]=[C:22]([CH:23]=[CH:24][CH:25]=3)[C:20]#[N:21])=[CH:3][C:4]=2[Cl:19])([CH3:18])[N:8]=1.